Dataset: Catalyst prediction with 721,799 reactions and 888 catalyst types from USPTO. Task: Predict which catalyst facilitates the given reaction. (1) Reactant: [Cl:1][C:2]1[CH:10]=[CH:9][C:5]([C:6](Cl)=[O:7])=[CH:4][N:3]=1.C(N(CC)CC)C.[C:18]1([CH2:24][NH2:25])[CH:23]=[CH:22][CH:21]=[CH:20][CH:19]=1. Product: [CH2:24]([NH:25][C:6](=[O:7])[C:5]1[CH:9]=[CH:10][C:2]([Cl:1])=[N:3][CH:4]=1)[C:18]1[CH:23]=[CH:22][CH:21]=[CH:20][CH:19]=1. The catalyst class is: 2. (2) Reactant: Br[C:2]1[CH:3]=[C:4]([NH:16][C:17]2[C:26]3[C:21](=[CH:22][C:23]([F:28])=[CH:24][C:25]=3[F:27])[N:20]=[C:19]([C:29]3[CH:34]=[CH:33][CH:32]=[CH:31][N:30]=3)[C:18]=2[CH3:35])[C:5]([C:8]2[CH:13]=[CH:12][CH:11]=[C:10]([O:14][CH3:15])[CH:9]=2)=[N:6][CH:7]=1.[NH:36]1[CH2:41][CH2:40][O:39][CH2:38][CH2:37]1.C1(P(C2CCCCC2)C2(C(C)C)CC(C(C)C)=CC(C(C)C)=C2C2C=CC=CC=2)CCCCC1.CC(C)([O-])C.[Na+]. Product: [F:27][C:25]1[CH:24]=[C:23]([F:28])[CH:22]=[C:21]2[C:26]=1[C:17]([NH:16][C:4]1[C:5]([C:8]3[CH:13]=[CH:12][CH:11]=[C:10]([O:14][CH3:15])[CH:9]=3)=[N:6][CH:7]=[C:2]([N:36]3[CH2:41][CH2:40][O:39][CH2:38][CH2:37]3)[CH:3]=1)=[C:18]([CH3:35])[C:19]([C:29]1[CH:34]=[CH:33][CH:32]=[CH:31][N:30]=1)=[N:20]2. The catalyst class is: 101.